This data is from Full USPTO retrosynthesis dataset with 1.9M reactions from patents (1976-2016). The task is: Predict the reactants needed to synthesize the given product. Given the product [O:12]1[C:16]2[CH:17]=[CH:18][C:19]([C:8]3[O:9][CH:10]=[C:6]([C:4]([O:3][CH2:1][CH3:2])=[O:5])[N:7]=3)=[CH:20][C:15]=2[CH2:14][CH2:13]1, predict the reactants needed to synthesize it. The reactants are: [CH2:1]([O:3][C:4]([C:6]1[N:7]=[C:8](Cl)[O:9][CH:10]=1)=[O:5])[CH3:2].[O:12]1[C:16]2[CH:17]=[CH:18][C:19](B(O)O)=[CH:20][C:15]=2[CH2:14][CH2:13]1.C(=O)([O-])[O-].[Na+].[Na+].